From a dataset of Full USPTO retrosynthesis dataset with 1.9M reactions from patents (1976-2016). Predict the reactants needed to synthesize the given product. (1) Given the product [NH2:14][CH2:13][C:15]1[N:16]=[CH:17][C:18]([NH:4][C:3]2[C:5]([C:9]([F:10])([F:11])[F:12])=[CH:6][CH:7]=[CH:8][C:2]=2[CH3:1])=[CH:19][CH:20]=1, predict the reactants needed to synthesize it. The reactants are: [CH3:1][C:2]1[CH:8]=[CH:7][CH:6]=[C:5]([C:9]([F:12])([F:11])[F:10])[C:3]=1[NH2:4].[C:13]([C:15]1[CH:20]=[CH:19][C:18](F)=[CH:17][N:16]=1)#[N:14]. (2) Given the product [ClH:20].[Br:17][C:14]1[CH:13]=[CH:12][C:11]([O:18][CH3:19])=[C:10]2[C:15]=1[CH2:16][NH:8][CH2:9]2, predict the reactants needed to synthesize it. The reactants are: C([N:8]1[CH2:16][C:15]2[C:10](=[C:11]([O:18][CH3:19])[CH:12]=[CH:13][C:14]=2[Br:17])[CH2:9]1)C1C=CC=CC=1.[Cl:20]C(OC(Cl)C)=O.